This data is from Full USPTO retrosynthesis dataset with 1.9M reactions from patents (1976-2016). The task is: Predict the reactants needed to synthesize the given product. (1) Given the product [CH2:1]([C@@H:8]([C:9]([N:45]([C:42]1[S:43][CH:44]=[C:40]([C:35]2[CH:36]=[CH:37][CH:38]=[CH:39][C:34]=2[C:31]2[CH:32]=[N:33][C:28]([O:27][CH2:20][C:21]3[CH:26]=[CH:25][CH:24]=[CH:23][CH:22]=3)=[CH:29][CH:30]=2)[N:41]=1)[CH3:46])=[O:11])[CH2:12][C:13]([OH:15])=[O:14])[C:2]1[CH:3]=[CH:4][CH:5]=[CH:6][CH:7]=1, predict the reactants needed to synthesize it. The reactants are: [CH2:1]([C@H:8]([CH2:12][C:13]([O:15]C(C)(C)C)=[O:14])[C:9]([OH:11])=O)[C:2]1[CH:7]=[CH:6][CH:5]=[CH:4][CH:3]=1.[CH2:20]([O:27][C:28]1[N:33]=[CH:32][C:31]([C:34]2[CH:39]=[CH:38][CH:37]=[CH:36][C:35]=2[C:40]2[N:41]=[C:42]([NH:45][CH3:46])[S:43][CH:44]=2)=[CH:30][CH:29]=1)[C:21]1[CH:26]=[CH:25][CH:24]=[CH:23][CH:22]=1. (2) The reactants are: [CH2:1]([N:3]([CH3:19])[S:4]([NH:7][C:8]1[C:9]([F:18])=[C:10]([CH:15]=[CH:16][CH:17]=1)[C:11](OC)=[O:12])(=[O:6])=[O:5])[CH3:2].[H-].[H-].[H-].[H-].[Li+].[Al+3]. Given the product [CH2:1]([N:3]([CH3:19])[S:4]([NH:7][C:8]1[CH:17]=[CH:16][CH:15]=[C:10]([CH2:11][OH:12])[C:9]=1[F:18])(=[O:6])=[O:5])[CH3:2], predict the reactants needed to synthesize it. (3) Given the product [C:13]1([Zr:21][C:13]2[C:14]3[NH:15][C:16]4[C:8](=[CH:7][CH:6]=[CH:5][CH:4]=4)[C:9]=3[CH:10]=[CH:11][CH:12]=2)[C:14]2[NH:15][C:16]3[C:8](=[CH:7][CH:6]=[CH:5][CH:4]=3)[C:9]=2[CH:10]=[CH:11][CH:12]=1, predict the reactants needed to synthesize it. The reactants are: C[Mg]Br.[CH:4]1[C:16]2[NH:15][C:14]3[C:9](=[CH:10][CH:11]=[CH:12][CH:13]=3)[C:8]=2[CH:7]=[CH:6][CH:5]=1.[Cl-].[Cl-].[Cl-].[Cl-].[Zr+4:21].